Dataset: Merck oncology drug combination screen with 23,052 pairs across 39 cell lines. Task: Regression. Given two drug SMILES strings and cell line genomic features, predict the synergy score measuring deviation from expected non-interaction effect. (1) Drug 1: Cn1nnc2c(C(N)=O)ncn2c1=O. Drug 2: NC1(c2ccc(-c3nc4ccn5c(=O)[nH]nc5c4cc3-c3ccccc3)cc2)CCC1. Cell line: HT29. Synergy scores: synergy=2.31. (2) Drug 1: CS(=O)(=O)CCNCc1ccc(-c2ccc3ncnc(Nc4ccc(OCc5cccc(F)c5)c(Cl)c4)c3c2)o1. Drug 2: CCc1cnn2c(NCc3ccc[n+]([O-])c3)cc(N3CCCCC3CCO)nc12. Cell line: NCIH23. Synergy scores: synergy=23.3. (3) Drug 1: Cn1nnc2c(C(N)=O)ncn2c1=O. Drug 2: NC(=O)c1cccc2cn(-c3ccc(C4CCCNC4)cc3)nc12. Cell line: ZR751. Synergy scores: synergy=20.0. (4) Cell line: SW620. Drug 2: CCc1cnn2c(NCc3ccc[n+]([O-])c3)cc(N3CCCCC3CCO)nc12. Synergy scores: synergy=-1.98. Drug 1: CCC1(O)C(=O)OCc2c1cc1n(c2=O)Cc2cc3c(CN(C)C)c(O)ccc3nc2-1. (5) Drug 1: C=CCn1c(=O)c2cnc(Nc3ccc(N4CCN(C)CC4)cc3)nc2n1-c1cccc(C(C)(C)O)n1. Drug 2: O=C(NOCC(O)CO)c1ccc(F)c(F)c1Nc1ccc(I)cc1F. Cell line: A2058. Synergy scores: synergy=9.71. (6) Drug 1: CCC1=CC2CN(C1)Cc1c([nH]c3ccccc13)C(C(=O)OC)(c1cc3c(cc1OC)N(C)C1C(O)(C(=O)OC)C(OC(C)=O)C4(CC)C=CCN5CCC31C54)C2. Drug 2: Cn1c(=O)n(-c2ccc(C(C)(C)C#N)cc2)c2c3cc(-c4cnc5ccccc5c4)ccc3ncc21. Cell line: OVCAR3. Synergy scores: synergy=-27.1. (7) Drug 1: COC12C(COC(N)=O)C3=C(C(=O)C(C)=C(N)C3=O)N1CC1NC12. Drug 2: CCc1cnn2c(NCc3ccc[n+]([O-])c3)cc(N3CCCCC3CCO)nc12. Cell line: LNCAP. Synergy scores: synergy=13.7. (8) Drug 1: O=S1(=O)NC2(CN1CC(F)(F)F)C1CCC2Cc2cc(C=CCN3CCC(C(F)(F)F)CC3)ccc2C1. Drug 2: CCc1c2c(nc3ccc(O)cc13)-c1cc3c(c(=O)n1C2)COC(=O)C3(O)CC. Cell line: SW837. Synergy scores: synergy=8.20. (9) Drug 1: O=C(CCCCCCC(=O)Nc1ccccc1)NO. Drug 2: CCC1(O)C(=O)OCc2c1cc1n(c2=O)Cc2cc3c(CN(C)C)c(O)ccc3nc2-1. Cell line: OVCAR3. Synergy scores: synergy=-1.05.